Dataset: Reaction yield outcomes from USPTO patents with 853,638 reactions. Task: Predict the reaction yield, written as a fraction of the theoretical maximum amount of product (1.0 means a 100% yield; for example, 0.34 means a 34% yield). The reactants are [C:1]1([C@H:7]2[CH2:9][C@@H:8]2[NH:10][C@@H:11]2[CH2:16][CH2:15][C@H:14]([NH:17]C(=O)OC(C)(C)C)[CH2:13][CH2:12]2)[CH:6]=[CH:5][CH:4]=[CH:3][CH:2]=1.[ClH:25]. The catalyst is O1CCOCC1. The product is [ClH:25].[C:1]1([C@H:7]2[CH2:9][C@@H:8]2[NH:10][C@H:11]2[CH2:12][CH2:13][C@@H:14]([NH2:17])[CH2:15][CH2:16]2)[CH:2]=[CH:3][CH:4]=[CH:5][CH:6]=1. The yield is 0.719.